This data is from Catalyst prediction with 721,799 reactions and 888 catalyst types from USPTO. The task is: Predict which catalyst facilitates the given reaction. Reactant: [Br:1][C:2]1[C:6]([N+:7]([O-:9])=[O:8])=[C:5]([Br:10])[NH:4][N:3]=1.[H-].[Na+].Br[CH2:14][CH:15]([OH:17])[CH3:16]. Product: [Br:1][C:2]1[C:6]([N+:7]([O-:9])=[O:8])=[C:5]([Br:10])[N:4]([CH2:14][CH:15]([OH:17])[CH3:16])[N:3]=1. The catalyst class is: 3.